From a dataset of Full USPTO retrosynthesis dataset with 1.9M reactions from patents (1976-2016). Predict the reactants needed to synthesize the given product. (1) Given the product [NH2:17][CH:18]([C:23]1[CH:28]=[CH:27][C:26]([O:29][CH:30]2[CH2:34][CH2:33][CH2:32][CH2:31]2)=[C:25]([O:35][CH3:36])[CH:24]=1)[CH2:19][C:20]([O:22][CH3:2])=[O:21], predict the reactants needed to synthesize it. The reactants are: N[CH:2](C1C=CC(OC)=C(OC)C=1)CC(O)=O.[NH2:17][CH:18]([C:23]1[CH:28]=[CH:27][C:26]([O:29][CH:30]2[CH2:34][CH2:33][CH2:32][CH2:31]2)=[C:25]([O:35][CH3:36])[CH:24]=1)[CH2:19][C:20]([OH:22])=[O:21]. (2) Given the product [N+:1]([C:4]1[CH:13]=[CH:12][CH:11]=[C:10]2[C:5]=1[C:6]([CH:14]=[CH2:15])=[CH:7][N+:8]([O-:24])=[CH:9]2)([O-:3])=[O:2], predict the reactants needed to synthesize it. The reactants are: [N+:1]([C:4]1[CH:13]=[CH:12][CH:11]=[C:10]2[C:5]=1[C:6]([CH:14]=[CH2:15])=[CH:7][N:8]=[CH:9]2)([O-:3])=[O:2].ClC1C=CC=C(C(OO)=[O:24])C=1.C(=O)([O-])O.[Na+].